From a dataset of Reaction yield outcomes from USPTO patents with 853,638 reactions. Predict the reaction yield, written as a fraction of the theoretical maximum amount of product (1.0 means a 100% yield; for example, 0.34 means a 34% yield). (1) The reactants are [NH2:1][C:2]1[CH:3]=[C:4]([C:8]2[N:9]=[C:10]([CH3:33])[S:11][C:12]=2[C:13]2[CH:18]=[CH:17][N:16]=[C:15]([NH:19][C:20]3[CH:25]=[CH:24][C:23]([O:26][CH2:27][CH2:28][N:29]([CH3:31])[CH3:30])=[C:22]([Cl:32])[CH:21]=3)[N:14]=2)[CH:5]=[CH:6][CH:7]=1.[CH3:34][C:35]1[CH:36]=[C:37]([CH:41]=[CH:42][CH:43]=1)[C:38](Cl)=[O:39]. No catalyst specified. The product is [Cl:32][C:22]1[CH:21]=[C:20]([NH:19][C:15]2[N:14]=[C:13]([C:12]3[S:11][C:10]([CH3:33])=[N:9][C:8]=3[C:4]3[CH:3]=[C:2]([NH:1][C:38](=[O:39])[C:37]4[CH:41]=[CH:42][CH:43]=[C:35]([CH3:34])[CH:36]=4)[CH:7]=[CH:6][CH:5]=3)[CH:18]=[CH:17][N:16]=2)[CH:25]=[CH:24][C:23]=1[O:26][CH2:27][CH2:28][N:29]([CH3:30])[CH3:31]. The yield is 0.540. (2) The yield is 0.840. The product is [N:1]([CH2:4][CH2:5][NH:6][S:28]([C:22]1[CH:27]=[CH:26][CH:25]=[CH:24][CH:23]=1)(=[O:30])=[O:29])=[N+:2]=[N-:3]. The catalyst is ClCCl. The reactants are [N:1]([CH2:4][CH2:5][NH:6]C(=O)CCCCCCCCCCCCC)=[N+:2]=[N-:3].[C:22]1([S:28](Cl)(=[O:30])=[O:29])[CH:27]=[CH:26][CH:25]=[CH:24][CH:23]=1.N(CCN)=[N+]=[N-].C(N(CC)CC)C. (3) The reactants are O[CH2:2][C:3]([C@H:5]([C@@H:7]([C@@H:9](CO)[OH:10])O)O)=[O:4].[CH2:13]([OH:18])[CH2:14][CH:15]([CH3:17])[CH3:16]. The catalyst is OS(O)(=O)=O. The product is [C:9]([O:18][CH2:13][CH2:14][CH:15]([CH3:17])[CH3:16])(=[O:10])[CH2:7][CH2:5][C:3]([CH3:2])=[O:4]. The yield is 0.270. (4) The reactants are [CH:1]1([N:7]2[C:12](=[O:13])[CH2:11][C:10](=[O:14])[N:9]([CH:15]3[CH2:20][CH2:19][N:18](C(OCC4C=CC=CC=4)=O)[CH2:17][CH2:16]3)[C:8]2=[O:31])[CH2:6][CH2:5][CH2:4][CH2:3][CH2:2]1.C(N(C(C)C)CC)(C)C.[N:41]([CH2:44][C:45]([O:47]CC)=[O:46])=[C:42]=[O:43]. The catalyst is C(Cl)(Cl)Cl. The product is [CH:1]1([N:7]2[C:12](=[O:13])[C:11]([C:42]([NH:41][CH2:44][C:45]([OH:47])=[O:46])=[O:43])=[C:10]([OH:14])[N:9]([CH:15]3[CH2:20][CH2:19][NH:18][CH2:17][CH2:16]3)[C:8]2=[O:31])[CH2:2][CH2:3][CH2:4][CH2:5][CH2:6]1. The yield is 0.240. (5) The reactants are O[C:2]1([C:21]2[C:22]([OH:31])=[CH:23][C:24]3[O:28][N:27]=[C:26]([CH3:29])[C:25]=3[CH:30]=2)[C:10]2[C:5](=[CH:6][CH:7]=[CH:8][CH:9]=2)[N:4]([CH2:11][C:12]2[CH:17]=[CH:16][C:15]([O:18][CH3:19])=[CH:14][CH:13]=2)[C:3]1=[O:20].C([SiH](CC)CC)C.FC(F)(F)C(O)=O. The catalyst is ClCCl. The product is [OH:31][C:22]1[C:21]([CH:2]2[C:10]3[C:5](=[CH:6][CH:7]=[CH:8][CH:9]=3)[N:4]([CH2:11][C:12]3[CH:13]=[CH:14][C:15]([O:18][CH3:19])=[CH:16][CH:17]=3)[C:3]2=[O:20])=[CH:30][C:25]2[C:26]([CH3:29])=[N:27][O:28][C:24]=2[CH:23]=1. The yield is 0.930. (6) The reactants are [CH3:1][C:2]([O:4][C@H:5]1[C:14]2[C@@:15]3([CH3:30])[C@@H:26]([CH2:27][O:28][CH3:29])[O:25][C:23](=[O:24])[C:17]4=[CH:18][O:19][C:20]([C:21](=[O:22])[C:13]=2[C@@H:8]2[CH2:9][CH2:10][C@H:11]([OH:12])[C@@:7]2([CH3:31])[CH2:6]1)=[C:16]34)=[O:3].[C:32]([NH2:36])([CH3:35])([CH3:34])[CH3:33]. The catalyst is C(Cl)Cl. The product is [C:2]([O:4][C@H:5]1[C:14]2[C@:15]3([CH3:30])[C:16](/[C:17](=[CH:18]/[NH:36][C:32]([CH3:35])([CH3:34])[CH3:33])/[C:23](=[O:24])[O:25][C@@H:26]3[CH2:27][O:28][CH3:29])=[C:20]([OH:19])[C:21](=[O:22])[C:13]=2[CH:8]2[C@@:7]([CH3:31])([C@@H:11]([OH:12])[CH2:10][CH2:9]2)[CH2:6]1)(=[O:3])[CH3:1]. The yield is 0.500. (7) The reactants are [CH3:1][C:2]1([CH3:38])[CH2:10][C@H:9]([NH:11][C:12]2[C:17]([F:18])=[CH:16][N:15]=[C:14]([NH:19][C:20]3[C:21]([F:37])=[CH:22][C:23]([C:33]#[C:34][CH2:35][OH:36])=[C:24]([N:26]4[C:30](=[O:31])[N:29]([CH3:32])[N:28]=[N:27]4)[CH:25]=3)[N:13]=2)[CH2:8][C@H:7]2[N:3]1[CH2:4][CH2:5][CH2:6]2. The catalyst is CO.[Pd]. The product is [CH3:1][C:2]1([CH3:38])[CH2:10][C@H:9]([NH:11][C:12]2[C:17]([F:18])=[CH:16][N:15]=[C:14]([NH:19][C:20]3[C:21]([F:37])=[CH:22][C:23]([CH2:33][CH2:34][CH2:35][OH:36])=[C:24]([N:26]4[C:30](=[O:31])[N:29]([CH3:32])[N:28]=[N:27]4)[CH:25]=3)[N:13]=2)[CH2:8][C@H:7]2[N:3]1[CH2:4][CH2:5][CH2:6]2. The yield is 0.630. (8) The reactants are [CH:1]([C:4]1[CH:10]=[CH:9][CH:8]=[C:7]([CH:11]([CH3:13])[CH3:12])[C:5]=1[NH2:6])([CH3:3])[CH3:2].C(N(CC)CC)C.[Br:21][CH2:22][CH2:23][CH2:24][C:25](Br)=[O:26]. The catalyst is C(Cl)(Cl)Cl.O. The product is [Br:21][CH2:22][CH2:23][CH2:24][C:25]([NH:6][C:5]1[C:4]([CH:1]([CH3:3])[CH3:2])=[CH:10][CH:9]=[CH:8][C:7]=1[CH:11]([CH3:13])[CH3:12])=[O:26]. The yield is 0.630. (9) The reactants are [Cl:1][C:2]1[CH:3]=[C:4]([C:8]2[CH:16]=[CH:15][CH:14]=[C:13]3[C:9]=2[C:10]([C:21]([N:23]2[CH2:28][CH2:27][CH:26]([C:29]4[CH:30]=[C:31]([CH:40]=[CH:41][C:42]=4[F:43])[CH2:32][NH:33]C(=O)C(F)(F)F)[CH2:25][CH2:24]2)=[O:22])=[CH:11][N:12]3[CH2:17][CH2:18][O:19][CH3:20])[CH:5]=[N:6][CH:7]=1.C([O-])([O-])=O.[K+].[K+]. The catalyst is CO. The product is [ClH:1].[ClH:1].[NH2:33][CH2:32][C:31]1[CH:40]=[CH:41][C:42]([F:43])=[C:29]([CH:26]2[CH2:25][CH2:24][N:23]([C:21]([C:10]3[C:9]4[C:13](=[CH:14][CH:15]=[CH:16][C:8]=4[C:4]4[CH:5]=[N:6][CH:7]=[C:2]([Cl:1])[CH:3]=4)[N:12]([CH2:17][CH2:18][O:19][CH3:20])[CH:11]=3)=[O:22])[CH2:28][CH2:27]2)[CH:30]=1. The yield is 0.510. (10) The reactants are [F:1][C:2]1[CH:33]=[CH:32][C:5]([CH2:6][C:7]2[C:16]3[C:11](=[CH:12][CH:13]=[CH:14][CH:15]=3)[C:10]([N:17]3[CH2:22][CH2:21][N:20]([C:23]4[CH:31]=[CH:30][C:26]([C:27](O)=[O:28])=[CH:25][N:24]=4)[CH2:19][CH2:18]3)=[N:9][N:8]=2)=[CH:4][CH:3]=1.C(N(C(C)C)CC)(C)C.CN(C(ON1N=NC2C=CC=CC1=2)=[N+](C)C)C.F[P-](F)(F)(F)(F)F.[CH3:67][NH:68][CH2:69][CH2:70][OH:71]. The catalyst is CN(C=O)C. The product is [F:1][C:2]1[CH:33]=[CH:32][C:5]([CH2:6][C:7]2[C:16]3[C:11](=[CH:12][CH:13]=[CH:14][CH:15]=3)[C:10]([N:17]3[CH2:18][CH2:19][N:20]([C:23]4[CH:31]=[CH:30][C:26]([C:27]([N:68]([CH2:69][CH2:70][OH:71])[CH3:67])=[O:28])=[CH:25][N:24]=4)[CH2:21][CH2:22]3)=[N:9][N:8]=2)=[CH:4][CH:3]=1. The yield is 0.610.